This data is from Catalyst prediction with 721,799 reactions and 888 catalyst types from USPTO. The task is: Predict which catalyst facilitates the given reaction. (1) Reactant: [F:1][C:2]1[CH:7]=[CH:6][C:5]([CH2:8][CH2:9][NH2:10])=[CH:4][CH:3]=1.OS(O)(=O)=O.[N+:16]([O-:19])(O)=[O:17].[OH-].[Na+].[C:22](O[C:22]([O:24][C:25]([CH3:28])([CH3:27])[CH3:26])=[O:23])([O:24][C:25]([CH3:28])([CH3:27])[CH3:26])=[O:23].CCN(C(C)C)C(C)C. Product: [F:1][C:2]1[CH:7]=[CH:6][C:5]([CH2:8][CH2:9][NH:10][C:22](=[O:23])[O:24][C:25]([CH3:28])([CH3:27])[CH3:26])=[CH:4][C:3]=1[N+:16]([O-:19])=[O:17]. The catalyst class is: 20. (2) Reactant: C[O:2][C:3](=O)[C@H:4]([NH:26][C:27]([O:29][C:30]([CH3:33])([CH3:32])[CH3:31])=[O:28])[CH2:5][C:6]1[CH:11]=[CH:10][C:9]([O:12][C:13]2[CH:18]=[CH:17][C:16]([O:19][C:20]3[CH:25]=[CH:24][CH:23]=[CH:22][CH:21]=3)=[CH:15][CH:14]=2)=[CH:8][CH:7]=1.[Cl-].[Li+].[BH4-].[Na+].Cl. Product: [C:30]([O:29][C:27](=[O:28])[NH:26][C@@H:4]([CH2:3][OH:2])[CH2:5][C:6]1[CH:11]=[CH:10][C:9]([O:12][C:13]2[CH:18]=[CH:17][C:16]([O:19][C:20]3[CH:21]=[CH:22][CH:23]=[CH:24][CH:25]=3)=[CH:15][CH:14]=2)=[CH:8][CH:7]=1)([CH3:31])([CH3:33])[CH3:32]. The catalyst class is: 199. (3) Reactant: [CH3:1][N:2]1[CH:6]=[C:5]([C:7](O)=[O:8])[C:4]([C:10]([F:13])([F:12])[F:11])=[N:3]1.CN(C)C=O.[C:19]([C:23]1[C:24]([CH:30]=[CH2:31])=[C:25]([NH2:29])[CH:26]=[CH:27][CH:28]=1)([CH3:22])([CH3:21])[CH3:20].C(N(CC)CC)C. Product: [C:19]([C:23]1[C:24]([CH:30]=[CH2:31])=[C:25]([NH:29][C:7]([C:5]2[C:4]([C:10]([F:13])([F:12])[F:11])=[N:3][N:2]([CH3:1])[CH:6]=2)=[O:8])[CH:26]=[CH:27][CH:28]=1)([CH3:22])([CH3:21])[CH3:20]. The catalyst class is: 2.